Dataset: Forward reaction prediction with 1.9M reactions from USPTO patents (1976-2016). Task: Predict the product of the given reaction. (1) Given the reactants [CH3:1][O:2][C:3]1[CH:8]=[CH:7][C:6]([O:9][CH3:10])=[CH:5][C:4]=1[S:11]([NH:14][C:15]1[CH:16]=[N:17][C:18]2[C:23]([CH:24]=1)=[CH:22][C:21]([C:25](OC)=[O:26])=[CH:20][CH:19]=2)(=[O:13])=[O:12].[H-].[H-].[H-].[H-].[Li+].[Al+3], predict the reaction product. The product is: [OH:26][CH2:25][C:21]1[CH:22]=[C:23]2[C:18](=[CH:19][CH:20]=1)[N:17]=[CH:16][C:15]([NH:14][S:11]([C:4]1[CH:5]=[C:6]([O:9][CH3:10])[CH:7]=[CH:8][C:3]=1[O:2][CH3:1])(=[O:13])=[O:12])=[CH:24]2. (2) Given the reactants [NH2:1][C:2]1([CH2:17][C:18]([O:20][CH2:21][CH3:22])=[O:19])[CH2:6][CH2:5][N:4]([C:7]([O:9][CH2:10][C:11]2[CH:16]=[CH:15][CH:14]=[CH:13][CH:12]=2)=[O:8])[CH2:3]1.[CH2:23]([C:31]1[CH:36]=[CH:35][C:34]([N:37]=[C:38]=[O:39])=[CH:33][CH:32]=1)[CH2:24][CH2:25][CH2:26][CH2:27][CH2:28][CH2:29][CH3:30].C(N(CC)CC)C, predict the reaction product. The product is: [CH2:21]([O:20][C:18](=[O:19])[CH2:17][C:2]1([NH:1][C:38]([NH:37][C:34]2[CH:35]=[CH:36][C:31]([CH2:23][CH2:24][CH2:25][CH2:26][CH2:27][CH2:28][CH2:29][CH3:30])=[CH:32][CH:33]=2)=[O:39])[CH2:6][CH2:5][N:4]([C:7]([O:9][CH2:10][C:11]2[CH:12]=[CH:13][CH:14]=[CH:15][CH:16]=2)=[O:8])[CH2:3]1)[CH3:22]. (3) Given the reactants [NH2:1][C:2]1[CH:7]=[CH:6][C:5]([NH2:8])=[CH:4][C:3]=1[S:9]([NH2:12])(=[O:11])=[O:10].NC1C=CC([N+]([O-])=O)=C[C:15]=1[S:23](N)(=[O:25])=[O:24].CS(O)(=O)=O.CS(Cl)(=O)=O, predict the reaction product. The product is: [NH2:1][C:2]1[CH:7]=[CH:6][C:5]([NH:8][S:23]([CH3:15])(=[O:25])=[O:24])=[CH:4][C:3]=1[S:9]([NH2:12])(=[O:10])=[O:11]. (4) Given the reactants [CH2:1]([N:8]1[CH2:13][CH2:12][CH2:11][C:10](=O)[CH2:9]1)[C:2]1[CH:7]=[CH:6][CH:5]=[CH:4][CH:3]=1.[C:15]([N:18]1[C:26]2[C:21](=[CH:22][CH:23]=[C:24]([NH2:27])[CH:25]=2)[CH2:20][CH2:19]1)(=[O:17])[CH3:16].[BH-](OC(C)=O)(OC(C)=O)OC(C)=O.[Na+].CC(O)=O, predict the reaction product. The product is: [CH2:1]([N:8]1[CH2:13][CH2:12][CH2:11][CH:10]([NH:27][C:24]2[CH:25]=[C:26]3[C:21]([CH2:20][CH2:19][N:18]3[C:15](=[O:17])[CH3:16])=[CH:22][CH:23]=2)[CH2:9]1)[C:2]1[CH:7]=[CH:6][CH:5]=[CH:4][CH:3]=1. (5) Given the reactants [CH3:1][O:2][C:3]([C:5]1[S:9][C:8]2[CH:10]=[C:11]([C:14]([OH:16])=O)[CH:12]=[CH:13][C:7]=2[C:6]=1[O:17][CH2:18][C:19]([O:21][CH3:22])=[O:20])=[O:4].[CH2:23]([NH2:30])[C:24]1[CH:29]=[CH:28][CH:27]=[CH:26][CH:25]=1.Cl.CN(C)CCCN=C=NCC, predict the reaction product. The product is: [CH3:1][O:2][C:3]([C:5]1[S:9][C:8]2[CH:10]=[C:11]([C:14](=[O:16])[NH:30][CH2:23][C:24]3[CH:29]=[CH:28][CH:27]=[CH:26][CH:25]=3)[CH:12]=[CH:13][C:7]=2[C:6]=1[O:17][CH2:18][C:19]([O:21][CH3:22])=[O:20])=[O:4]. (6) Given the reactants [CH2:1]([O:8][N:9]([C@H:17]([CH:20]=[CH2:21])[CH2:18]O)[C:10](=[O:16])[O:11][C:12]([CH3:15])([CH3:14])[CH3:13])[C:2]1[CH:7]=[CH:6][CH:5]=[CH:4][CH:3]=1.[C:22]1(=[O:32])[NH:26][C:25](=[O:27])[C:24]2=[CH:28][CH:29]=[CH:30][CH:31]=[C:23]12.C1(P(C2C=CC=CC=2)C2C=CC=CC=2)C=CC=CC=1.CC(OC(/N=N/C(OC(C)C)=O)=O)C, predict the reaction product. The product is: [CH2:1]([O:8][N:9]([C@H:17]([CH:20]=[CH2:21])[CH2:18][N:26]1[C:22](=[O:32])[C:23]2[C:24](=[CH:28][CH:29]=[CH:30][CH:31]=2)[C:25]1=[O:27])[C:10](=[O:16])[O:11][C:12]([CH3:15])([CH3:14])[CH3:13])[C:2]1[CH:7]=[CH:6][CH:5]=[CH:4][CH:3]=1. (7) Given the reactants [ClH:1].[NH2:2][C:3]1[N:8]=[C:7](O)[C:6]([NH2:10])=[C:5](O)[N:4]=1.[Cl:12]CC(Cl)CCl.O=P(Cl)(Cl)Cl.[OH-].[Na+].O.CCCCCC, predict the reaction product. The product is: [NH2:2][C:3]1[N:8]=[C:7]([Cl:1])[C:6]([NH2:10])=[C:5]([Cl:12])[N:4]=1. (8) Given the reactants [OH-].[Na+].[CH3:3][C@@H:4]1[CH2:9][N:8]([C:10]2[O:11][C:12]3[C:17]([C:18](=[O:20])[CH:19]=2)=[CH:16][C:15]([C:21]([O:23]C)=[O:22])=[CH:14][C:13]=3[CH:25]2[CH2:29][CH2:28][CH2:27][N:26]2[C:30]2[CH:35]=[CH:34][CH:33]=[CH:32][CH:31]=2)[CH2:7][CH2:6][O:5]1.O, predict the reaction product. The product is: [CH3:3][C@@H:4]1[CH2:9][N:8]([C:10]2[O:11][C:12]3[C:17]([C:18](=[O:20])[CH:19]=2)=[CH:16][C:15]([C:21]([OH:23])=[O:22])=[CH:14][C:13]=3[CH:25]2[CH2:29][CH2:28][CH2:27][N:26]2[C:30]2[CH:35]=[CH:34][CH:33]=[CH:32][CH:31]=2)[CH2:7][CH2:6][O:5]1. (9) Given the reactants [CH3:1][O:2][C:3]1[CH:8]=[CH:7][C:6]([S:9]([N:12]2[CH:17]([C:18]([O:20]CC)=[O:19])[CH:16]3[CH2:23][CH:13]2[CH2:14][CH2:15]3)(=[O:11])=[O:10])=[CH:5][CH:4]=1.[OH-].[Na+].Cl, predict the reaction product. The product is: [CH3:1][O:2][C:3]1[CH:8]=[CH:7][C:6]([S:9]([N:12]2[CH:17]([C:18]([OH:20])=[O:19])[CH:16]3[CH2:23][CH:13]2[CH2:14][CH2:15]3)(=[O:11])=[O:10])=[CH:5][CH:4]=1.